Dataset: Catalyst prediction with 721,799 reactions and 888 catalyst types from USPTO. Task: Predict which catalyst facilitates the given reaction. (1) Reactant: Br[C:2]1[C:3]2[CH:23]=[CH:22][NH:21][C:4]=2[N:5]=[C:6]([NH:8][C:9]2[CH:14]=[CH:13][C:12]([N:15]3[CH2:20][CH2:19][O:18][CH2:17][CH2:16]3)=[CH:11][CH:10]=2)[N:7]=1.[C:24]([NH:27][C:28]1[CH:33]=[CH:32][C:31](B(O)O)=[CH:30][CH:29]=1)(=[O:26])[CH3:25]. Product: [N:15]1([C:12]2[CH:13]=[CH:14][C:9]([NH:8][C:6]3[N:7]=[C:2]([C:31]4[CH:32]=[CH:33][C:28]([NH:27][C:24](=[O:26])[CH3:25])=[CH:29][CH:30]=4)[C:3]4[CH:23]=[CH:22][NH:21][C:4]=4[N:5]=3)=[CH:10][CH:11]=2)[CH2:20][CH2:19][O:18][CH2:17][CH2:16]1. The catalyst class is: 12. (2) Reactant: II.Cl[CH2:4][CH:5]1[CH2:7][CH2:6]1.[Cl:8][C:9]1[CH:29]=[CH:28][C:12]([O:13][C:14]2[CH:15]=[CH:16][C:17]([C:20]([C:22]3[CH:23]=[N:24][CH:25]=[N:26][CH:27]=3)=[O:21])=[N:18][CH:19]=2)=[CH:11][CH:10]=1. Product: [Cl:8][C:9]1[CH:29]=[CH:28][C:12]([O:13][C:14]2[CH:15]=[CH:16][C:17]([C:20]([C:22]3[CH:27]=[N:26][CH:25]=[N:24][CH:23]=3)([OH:21])[CH2:7][CH2:6][CH:5]=[CH2:4])=[N:18][CH:19]=2)=[CH:11][CH:10]=1. The catalyst class is: 1. (3) Reactant: [NH:1]1[C:9]2[C:4](=[CH:5][CH:6]=[CH:7][CH:8]=2)[CH2:3][CH2:2]1.C(N(CC)CC)C.[C:17]1([S:23](Cl)(=[O:25])=[O:24])[CH:22]=[CH:21][CH:20]=[CH:19][CH:18]=1.C(=O)(O)[O-].[Na+]. Product: [C:17]1([S:23]([N:1]2[C:9]3[C:4](=[CH:5][CH:6]=[CH:7][CH:8]=3)[CH2:3][CH2:2]2)(=[O:25])=[O:24])[CH:22]=[CH:21][CH:20]=[CH:19][CH:18]=1. The catalyst class is: 4. (4) Product: [Si:37]([O:36][CH2:35][CH2:34][O:33][C:27]1[C:26]([F:44])=[C:25]([CH:11]([NH:12][C:13]2[CH:18]=[CH:17][C:16]([C:19]3[N:23]=[C:22]([CH3:24])[O:21][N:20]=3)=[CH:15][CH:14]=2)[C:10]2[NH:9][C:8](=[O:47])[N:57]([C:52]3[C:51]([N+:48]([O-:50])=[O:49])=[CH:56][CH:55]=[CH:54][N:53]=3)[N:58]=2)[CH:30]=[C:29]([O:31][CH3:32])[CH:28]=1)([C:40]([CH3:42])([CH3:43])[CH3:41])([CH3:38])[CH3:39]. The catalyst class is: 66. Reactant: CN(C=O)C.CO[C:8](=[O:47])[N:9]=[C:10](SC)[C:11]([C:25]1[CH:30]=[C:29]([O:31][CH3:32])[CH:28]=[C:27]([O:33][CH2:34][CH2:35][O:36][Si:37]([C:40]([CH3:43])([CH3:42])[CH3:41])([CH3:39])[CH3:38])[C:26]=1[F:44])=[N:12][C:13]1[CH:18]=[CH:17][C:16]([C:19]2[N:23]=[C:22]([CH3:24])[O:21][N:20]=2)=[CH:15][CH:14]=1.[N+:48]([C:51]1[C:52]([NH:57][NH2:58])=[N:53][CH:54]=[CH:55][CH:56]=1)([O-:50])=[O:49]. (5) Product: [CH3:1][S:2]([O:21][CH2:20][CH:17]1[CH2:16][CH2:15][CH:14]([CH2:13][O:6][C:7]2[CH:8]=[CH:9][CH:10]=[CH:11][CH:12]=2)[O:19][CH2:18]1)(=[O:4])=[O:3]. The catalyst class is: 2. Reactant: [CH3:1][S:2](Cl)(=[O:4])=[O:3].[O:6]([CH2:13][CH:14]1[O:19][CH2:18][CH:17]([CH2:20][OH:21])[CH2:16][CH2:15]1)[C:7]1[CH:12]=[CH:11][CH:10]=[CH:9][CH:8]=1.C(N(CC)CC)C.C([O-])(O)=O.[Na+]. (6) Reactant: [NH2:1][C:2]1[C:7]([OH:8])=[CH:6][C:5]([Br:9])=[CH:4][N:3]=1.Br[CH2:11][CH:12]1[CH2:14][CH2:13]1.[OH-].[Na+]. Product: [Br:9][C:5]1[CH:6]=[C:7]([O:8][CH2:11][CH:12]2[CH2:14][CH2:13]2)[C:2]([NH2:1])=[N:3][CH:4]=1. The catalyst class is: 46. (7) Reactant: [CH3:1][O:2][C:3](=[O:15])/[CH:4]=[CH:5]/[C:6]1[CH:14]=[CH:13][CH:12]=[C:11]2[C:7]=1[CH:8]=[CH:9][NH:10]2.[H][H]. Product: [CH3:1][O:2][C:3](=[O:15])[CH2:4][CH2:5][C:6]1[CH:14]=[CH:13][CH:12]=[C:11]2[C:7]=1[CH:8]=[CH:9][NH:10]2. The catalyst class is: 99.